The task is: Predict the product of the given reaction.. This data is from Forward reaction prediction with 1.9M reactions from USPTO patents (1976-2016). (1) Given the reactants [C:1]([O:5][C:6](=[O:15])[NH:7][CH:8]1[CH2:13][CH2:12][CH:11]([NH2:14])[CH2:10][CH2:9]1)([CH3:4])([CH3:3])[CH3:2].[CH2:16]([O:18][C:19]([N:21]=[C:22]=[S:23])=[O:20])[CH3:17], predict the reaction product. The product is: [C:1]([O:5][C:6](=[O:15])[NH:7][C@H:8]1[CH2:9][CH2:10][C@H:11]([NH:14][C:22]([NH:21][C:19]([O:18][CH2:16][CH3:17])=[O:20])=[S:23])[CH2:12][CH2:13]1)([CH3:4])([CH3:2])[CH3:3]. (2) Given the reactants [Cl:1]N1C(=O)CCC1=O.[CH2:9]([N:13]1[CH:18]=[CH:17][C:16]([OH:19])=[CH:15][C:14]1=[O:20])[CH2:10][CH2:11][CH3:12], predict the reaction product. The product is: [CH2:9]([N:13]1[CH:18]=[CH:17][C:16]([OH:19])=[C:15]([Cl:1])[C:14]1=[O:20])[CH2:10][CH2:11][CH3:12]. (3) Given the reactants [CH2:1]([N:5]1[CH2:9][CH2:8][CH2:7][C@H:6]1[CH3:10])[CH2:2][C:3]#[CH:4].[Br:11][C:12]1[CH:17]=[CH:16][C:15]([NH2:18])=[C:14](I)[CH:13]=1.C(NC(C)C)(C)C, predict the reaction product. The product is: [Br:11][C:12]1[CH:17]=[CH:16][C:15]([NH2:18])=[C:14]([C:4]#[C:3][CH2:2][CH2:1][N:5]2[CH2:9][CH2:8][CH2:7][C@H:6]2[CH3:10])[CH:13]=1. (4) Given the reactants [CH3:1][O:2][C:3](=[O:30])[C:4]1[CH:9]=[CH:8][C:7]([CH2:10][N:11]2[C:15](=[O:16])[CH2:14][S:13][C:12]2=[N:17][C:18]2[CH:23]=[C:22]([C:24](=[O:26])[CH3:25])[CH:21]=[CH:20][C:19]=2[NH:27][CH2:28][CH3:29])=[CH:6][CH:5]=1.C1(C)C=CC(S([O-])(=O)=O)=CC=1.[CH3:42][N+:43]1[C:47]2[CH:48]=[CH:49][CH:50]=[CH:51][C:46]=2[S:45][C:44]=1SC, predict the reaction product. The product is: [C:24]([C:22]1[CH:21]=[CH:20][C:19]([NH:27][CH2:28][CH3:29])=[C:18]([N:17]=[C:12]2[N:11]([CH2:10][C:7]3[CH:8]=[CH:9][C:4]([C:3]([O:2][CH3:1])=[O:30])=[CH:5][CH:6]=3)[C:15](=[O:16])[C:14](=[C:44]3[N:43]([CH3:42])[C:47]4[CH:48]=[CH:49][CH:50]=[CH:51][C:46]=4[S:45]3)[S:13]2)[CH:23]=1)(=[O:26])[CH3:25]. (5) Given the reactants Cl[C:2]1[C:3](=[O:19])[N:4]([CH2:15][CH2:16][O:17][CH3:18])[S:5](=[O:14])(=[O:13])[C:6]=1[C:7]1[CH:12]=[CH:11][CH:10]=[CH:9][CH:8]=1.[NH:20]1[C:28]2[C:23](=[CH:24][C:25]([NH2:29])=[CH:26][CH:27]=2)[CH:22]=[CH:21]1, predict the reaction product. The product is: [NH:20]1[C:28]2[C:23](=[CH:24][C:25]([NH:29][C:2]3[C:3](=[O:19])[N:4]([CH2:15][CH2:16][O:17][CH3:18])[S:5](=[O:14])(=[O:13])[C:6]=3[C:7]3[CH:12]=[CH:11][CH:10]=[CH:9][CH:8]=3)=[CH:26][CH:27]=2)[CH:22]=[CH:21]1. (6) Given the reactants [Cl:1][C:2]1[CH:7]=[CH:6][C:5]([N:8]2[CH2:12][CH2:11][CH:10]([C:13]#[N:14])[C:9]2=[O:15])=[CH:4][CH:3]=1, predict the reaction product. The product is: [NH2:14][CH2:13][CH:10]1[CH2:11][CH2:12][N:8]([C:5]2[CH:6]=[CH:7][C:2]([Cl:1])=[CH:3][CH:4]=2)[C:9]1=[O:15].